This data is from Full USPTO retrosynthesis dataset with 1.9M reactions from patents (1976-2016). The task is: Predict the reactants needed to synthesize the given product. (1) Given the product [ClH:12].[C:13]([C:15]1[C:24]2[C:19](=[CH:20][CH:21]=[CH:22][C:23]=2[O:25][C@H:26]2[CH2:31][CH2:30][C@H:29]([NH:32][CH2:2][CH2:3][CH2:4][OH:5])[CH2:28][CH2:27]2)[CH:18]=[N:17][CH:16]=1)#[N:14], predict the reactants needed to synthesize it. The reactants are: Br[CH2:2][CH2:3][CH2:4][O:5][CH:4]1[CH2:3][CH2:2]CC[O:5]1.[ClH:12].[C:13]([C:15]1[C:24]2[C:19](=[CH:20][CH:21]=[CH:22][C:23]=2[O:25][C@H:26]2[CH2:31][CH2:30][C@H:29]([NH2:32])[CH2:28][CH2:27]2)[CH:18]=[N:17][CH:16]=1)#[N:14]. (2) Given the product [Cl:14][C:15]1[C:16]([CH3:25])=[C:17]([S:21]([NH:1][C:2]2[S:3][CH:4]=[C:5]([C:7](=[O:13])[C:8]([O:10][CH2:11][CH3:12])=[O:9])[N:6]=2)(=[O:23])=[O:22])[CH:18]=[CH:19][CH:20]=1, predict the reactants needed to synthesize it. The reactants are: [NH2:1][C:2]1[S:3][CH:4]=[C:5]([C:7](=[O:13])[C:8]([O:10][CH2:11][CH3:12])=[O:9])[N:6]=1.[Cl:14][C:15]1[C:16]([CH3:25])=[C:17]([S:21](Cl)(=[O:23])=[O:22])[CH:18]=[CH:19][CH:20]=1. (3) Given the product [ClH:1].[CH2:22]([N:24]1[C:28]([CH3:29])=[C:27]([CH2:30][N:19]2[CH2:18][CH2:17][N:16]([C:11]3[C:10]([C:7]4[CH:8]=[CH:9][C:4]([F:3])=[CH:5][CH:6]=4)=[N:15][CH:14]=[CH:13][N:12]=3)[CH2:21][CH2:20]2)[C:26]([CH3:32])=[N:25]1)[CH3:23], predict the reactants needed to synthesize it. The reactants are: [ClH:1].Cl.[F:3][C:4]1[CH:9]=[CH:8][C:7]([C:10]2[C:11]([N:16]3[CH2:21][CH2:20][NH:19][CH2:18][CH2:17]3)=[N:12][CH:13]=[CH:14][N:15]=2)=[CH:6][CH:5]=1.[CH2:22]([N:24]1[C:28]([CH3:29])=[C:27]([CH:30]=O)[C:26]([CH3:32])=[N:25]1)[CH3:23].C(O[BH-](OC(=O)C)OC(=O)C)(=O)C.[Na+].[OH-].[Na+].Cl.